The task is: Predict which catalyst facilitates the given reaction.. This data is from Catalyst prediction with 721,799 reactions and 888 catalyst types from USPTO. (1) Reactant: [C:1]([OH:13])(=[O:12])[CH2:2][C:3]([CH2:8][C:9]([OH:11])=[O:10])([C:5]([OH:7])=[O:6])[OH:4].[C:14]([OH:26])(=[O:25])[CH2:15][C:16]([CH2:21][C:22]([OH:24])=[O:23])([C:18]([OH:20])=[O:19])[OH:17].[CH3:27][O:28][CH2:29][CH2:30][CH2:31][S:32]([C:35]1[CH:40]=[CH:39][C:38]([C:41]2[CH:46]=[CH:45][CH:44]=[CH:43][C:42]=2CCN2CCC[C@H]2C)=[CH:37][CH:36]=1)(=[O:34])=[O:33].[C:55](O)(=O)[CH2:56][C:57]([CH2:62][C:63](O)=O)(C(O)=O)O.[C:68](#[N:70])[CH3:69]. Product: [C:1]([OH:13])(=[O:12])[CH2:2][C:3]([CH2:8][C:9]([OH:11])=[O:10])([C:5]([OH:7])=[O:6])[OH:4].[C:14]([OH:26])(=[O:25])[CH2:15][C:16]([CH2:21][C:22]([OH:24])=[O:23])([C:18]([OH:20])=[O:19])[OH:17].[CH3:27][O:28][CH2:29][CH2:30][CH2:31][S:32]([C:35]1[CH:40]=[CH:39][C:38]([C:41]2[CH:46]=[CH:45][C:44]([CH2:69][CH2:68][N:70]3[CH2:63][CH2:62][CH2:57][C@H:56]3[CH3:55])=[CH:43][CH:42]=2)=[CH:37][CH:36]=1)(=[O:33])=[O:34]. The catalyst class is: 6. (2) Reactant: O1CCCCC1[N:7]1[C:15]2[C:10](=[CH:11][C:12]([C:16]3[N:20]=[CH:19][N:18](C(C4C=CC=CC=4)(C4C=CC=CC=4)C4C=CC=CC=4)[N:17]=3)=[CH:13][CH:14]=2)[C:9]([C:40]2[CH:41]=[C:42]([C:46]([NH:48][CH2:49][C:50]3[CH:55]=[CH:54][CH:53]=[CH:52][CH:51]=3)=[O:47])[CH:43]=[CH:44][CH:45]=2)=[N:8]1.Cl.[OH-].[Na+]. Product: [NH:17]1[C:16]([C:12]2[CH:11]=[C:10]3[C:15](=[CH:14][CH:13]=2)[NH:7][N:8]=[C:9]3[C:40]2[CH:41]=[C:42]([C:46]([NH:48][CH2:49][C:50]3[CH:55]=[CH:54][CH:53]=[CH:52][CH:51]=3)=[O:47])[CH:43]=[CH:44][CH:45]=2)=[N:20][CH:19]=[N:18]1. The catalyst class is: 12. (3) Reactant: [CH:1]1([NH:5][C:6]([C@@H:8]2[CH2:12][CH2:11][CH2:10][N:9]2[C:13](=[O:38])[CH2:14][O:15][C:16]2[N:20]([C:21]3[CH:26]=[CH:25][CH:24]=[CH:23][CH:22]=3)[N:19]=[C:18]([C:27]([NH:29][C@@H:30]([CH2:34][CH:35]([CH3:37])[CH3:36])[C:31](O)=[O:32])=[O:28])[CH:17]=2)=[O:7])[CH2:4][CH2:3][CH2:2]1.CN(C(ON1N=NC2C=CC=NC1=2)=[N+](C)C)C.F[P-](F)(F)(F)(F)F.CCN(C(C)C)C(C)C.[CH2:72]([O:74][C:75]([N:77]1[CH2:82][CH2:81][NH:80][CH2:79][CH2:78]1)=[O:76])[CH3:73]. Product: [CH2:72]([O:74][C:75]([N:77]1[CH2:78][CH2:79][N:80]([C:31](=[O:32])[C@@H:30]([NH:29][C:27]([C:18]2[CH:17]=[C:16]([O:15][CH2:14][C:13]([N:9]3[CH2:10][CH2:11][CH2:12][C@H:8]3[C:6](=[O:7])[NH:5][CH:1]3[CH2:4][CH2:3][CH2:2]3)=[O:38])[N:20]([C:21]3[CH:22]=[CH:23][CH:24]=[CH:25][CH:26]=3)[N:19]=2)=[O:28])[CH2:34][CH:35]([CH3:37])[CH3:36])[CH2:81][CH2:82]1)=[O:76])[CH3:73]. The catalyst class is: 3. (4) Reactant: [Cl:1][C:2]1[CH:3]=[C:4]2[C:8](=[CH:9][CH:10]=1)[N:7]([NH2:11])[CH:6]=[CH:5]2.[CH2:12]([N:19]=[C:20]=[O:21])[C:13]1[CH:18]=[CH:17][CH:16]=[CH:15][CH:14]=1. Product: [Cl:1][C:2]1[CH:3]=[C:4]2[C:8](=[CH:9][CH:10]=1)[N:7]([NH:11][C:20]([NH:19][CH2:12][C:13]1[CH:18]=[CH:17][CH:16]=[CH:15][CH:14]=1)=[O:21])[CH:6]=[CH:5]2. The catalyst class is: 4. (5) Reactant: [Br:1][C:2]1[CH:10]=[C:9]2[C:5]([C:6](=O)[C:7](=[O:11])[NH:8]2)=[CH:4][CH:3]=1.NN.[OH-].[Na+]. Product: [Br:1][C:2]1[CH:10]=[C:9]2[C:5]([CH2:6][C:7](=[O:11])[NH:8]2)=[CH:4][CH:3]=1. The catalyst class is: 33. (6) Reactant: C([O:4][C:5]1[CH:10]=[C:9]([F:11])[CH:8]=[C:7]([F:12])[C:6]=1[O:13][C:14]1[CH:19]=[CH:18][C:17]([CH3:20])=[CH:16][CH:15]=1)(=O)C.[OH-].[K+].Cl.CCOC(C)=O. Product: [F:12][C:7]1[C:6]([O:13][C:14]2[CH:19]=[CH:18][C:17]([CH3:20])=[CH:16][CH:15]=2)=[C:5]([OH:4])[CH:10]=[C:9]([F:11])[CH:8]=1. The catalyst class is: 38. (7) Reactant: [C:1]([C:9]1[CH:14]=[CH:13][CH:12]=[CH:11][C:10]=1[C:15](=O)[C:16]1[CH:21]=[CH:20][CH:19]=[CH:18][CH:17]=1)(=O)[C:2]1[CH:7]=[CH:6][CH:5]=[CH:4][CH:3]=1.O.[NH2:24][NH2:25].O. Product: [C:2]1([C:1]2[C:9]3[C:10](=[CH:11][CH:12]=[CH:13][CH:14]=3)[C:15]([C:16]3[CH:21]=[CH:20][CH:19]=[CH:18][CH:17]=3)=[N:25][N:24]=2)[CH:7]=[CH:6][CH:5]=[CH:4][CH:3]=1. The catalyst class is: 15.